From a dataset of Experimentally validated miRNA-target interactions with 360,000+ pairs, plus equal number of negative samples. Binary Classification. Given a miRNA mature sequence and a target amino acid sequence, predict their likelihood of interaction. (1) The miRNA is hsa-miR-3186-3p with sequence UCACGCGGAGAGAUGGCUUUG. The protein sequence of the target gene is MVDYHAANQSYQYGPSSAGNGAGGGGSMGDYMAQEDDWDRDLLLDPAWEKQQRKTFTAWCNSHLRKAGTQIENIDEDFRDGLKLMLLLEVISGERLPKPERGKMRVHKINNVNKALDFIASKGVKLVSIGAEEIVDGNAKMTLGMIWTIILRFAIQDISVEETSAKEGLLLWCQRKTAPYKNVNVQNFHISWKDGLAFNALIHRHRPELIEYDKLRKDDPVTNLNNAFEVAEKYLDIPKMLDAEDIVNTARPDEKAIMTYVSSFYHAFSGAQKAETAANRICKVLAVNQENEHLMEDYEK.... Result: 0 (no interaction). (2) The miRNA is mmu-miR-466f-3p with sequence CAUACACACACACAUACACAC. The protein sequence of the target gene is MEQLTTLPRLGDLGAMEPWALPAWQHWTQGQGCKPGDASPSIAGTPTALQVKGLRFEESSKPEGAHSPGPVGNTDPEATETGLPKLGQQAESPGYSCSGLEEEEAQAYKAKFNIGFGDRPNLELLRALGELQQRCTILKEENQMLRKSSFPETEEKVRRLKRKNAELAVIAKRLEERAQKLQETNMRVVSAPVPRPGSSLELCRKALARQRARDLSETASALLAKDKQIAALQRECRELQARLSLVGKEGPQWLHMRDFDRLLRESQREVLRLQRQIALRNQREPLRPARSPGPTAPSRV.... Result: 1 (interaction). (3) The miRNA is hsa-miR-500b-3p with sequence GCACCCAGGCAAGGAUUCUG. The protein sequence of the target gene is MLLATFKLCAGSSYRHMRNMKGLRQQAVMAISQELNRRALGGPTPSTWINQVRRRSSLLGSRLEETLYSDQELAYLQQGEEAMQKALGILSNQEGWKKESQQDNGDKVMSKVVPDVGKVFRLEVVVDQPMERLYEELVERMEAMGEWNPNVKEIKVLQKIGKDTFITHELAAEAAGNLVGPRDFVSVRCAKRRGSTCVLAGMATDFGNMPEQKGVIRAEHGPTCMVLHPLAGSPSKTKLTWLLSIDLKGWLPKSIINQVLSQTQVDFANHLRKRLESHPASEARC. Result: 1 (interaction). (4) The miRNA is dre-miR-199-5p with sequence CCCAGUGUUCAGACUACCUGUUC. The protein sequence of the target gene is MDFPGHFEQIFQQLNYQRLHGQLCDCVIVVGNRHFKAHRSVLAACSTHFRALFSVAEGDQTMNMIQLDSEVVTAEAFAALIDMMYTSTLMLGESNVMDVLLAASHLHLNSVVKACKHYLTTRTLPMSPSSERAQEQSARMQRSFMLQQLGLSIVSSALSSSQSAEEPTAPMSSSMRSSLDQRTPFPMRRLHKRKQSVEERARQRLRSSMEESAISDVTPESGPAGVHSREEFFSPDSLKIVDNPKPDGMADNQEDGAMMFDRPFGAQEDAQVPSQSDGSAGNMASRATQVETSFEQEAVA.... Result: 0 (no interaction). (5) The miRNA is cel-miR-792-3p with sequence UUGAAAUCUCUUCAACUUUCAGA. The protein sequence of the target gene is MSSPAVARTSPGGSREMAPAPQGRGRFWEVGGGSGHRLERAAAESERWELLLRRGELLALGGHLKGALEAFAAALRRGAPARPECLGALVDCLVFNYRLRHGLGWSAAPVAGADGGAGGLLRCLGCRGFLSEPVTVPCGHSYCRRCLRRELRARCRLCRDRLPPATASATDAEGTAPRPPPLAAAIAASDFRTSVVLNHLAEKWFPGQRERARAAGRLGELLHQGRYREALAAACEALRAEPSDLIVKIYRAESYAGLQEFKAAIEDLNAVLFQLPDWPEVYFRKGKVLCDAGFLGDALQ.... Result: 0 (no interaction). (6) The miRNA is rno-miR-132-3p with sequence UAACAGUCUACAGCCAUGGUCG. The protein sequence of the target gene is MSPWQPLLLVLLALGYSFAAPHQRQPTYVVFPRDLKTSNLTDTQLAEDYLYRYGYTRAAQMMGEKQSLRPALLMLQKQLSLPQTGELDSETLKAIRSPRCGVPDVGKFQTFDGDLKWHHHNITYWIQSYTEDLPRDVIDDSFARAFAVWSAVTPLTFTRVYGLEADIVIQFGVAEHGDGYPFDGKDGLLAHAFPPGPGIQGDAHFDDDELWSLGKGAVVPTYFGNANGAPCHFPFTFEGRSYLSCTTDGRNDGKPWCGTTADYDTDRKYGFCPSENLYTEHGNGDGKPCVFPFIFEGHSY.... Result: 1 (interaction). (7) The miRNA is hsa-miR-192-5p with sequence CUGACCUAUGAAUUGACAGCC. The protein sequence of the target gene is MELLTFRDVAIEFSPEEWKCLDPAQQNLYRDVMLENYRNLVSLAVYSYYNQGILPEQGIQDSFKKATLGRYGSCGLENICLWKNWESIGEGEGQKECYNLCSQYLTTSHNKHLTVKGDKEYRIFQKKPQFLSAAPTEPCIPMNKYQHKFLKSVFCNKNQINFNHDSNISKHHSTHFLENYYNCNECEKVFYQSSKLIFPENIHIQKKPYNSNECGETSDPFSKLTQHQRIYIGESSQRCNKKCIIVFSQSHLKGHKIINTGEKSVKYKERGKAFTRGLHLGHQKIHTGEKPYKCKKCDKA.... Result: 1 (interaction). (8) The miRNA is hsa-miR-3667-3p with sequence ACCUUCCUCUCCAUGGGUCUUU. The protein sequence of the target gene is MAAERQEALREFVAVTGAEEDRARFFLESAGWDLQIALASFYEDGGDEDIVTISQATPSSVSRGTAPSDNRVTSFRDLIHDQDEDEEEEEGQRFYAGGSERSGQQIVGPPRKKSPNELVDDLFKGAKEHGAVAVERVTKSPGETSKPRPFAGGGYRLGAAPEEESAYVAGEKRQHSSQDVHVVLKLWKSGFSLDNGELRSYQDPSNAQFLESIRRGEVPAELRRLAHGGQVNLDMEDHRDEDFVKPKGAFKAFTGEGQKLGSTAPQVLSTSSPAQQAENEAKASSSILIDESEPTTNIQI.... Result: 1 (interaction).